This data is from Catalyst prediction with 721,799 reactions and 888 catalyst types from USPTO. The task is: Predict which catalyst facilitates the given reaction. (1) Reactant: C[Si]([N-][Si](C)(C)C)(C)C.[K+].[CH3:11][O:12][C:13]([C:15]1[N:16]([CH2:20][C:21]([O:23][C:24]([CH3:27])([CH3:26])[CH3:25])=[O:22])[CH:17]=[CH:18][CH:19]=1)=[O:14].[CH3:28][CH:29]([CH3:40])[CH2:30][CH2:31]OS(C(F)(F)F)(=O)=O. Product: [CH3:11][O:12][C:13]([C:15]1[N:16]([CH:20]([C:21]([O:23][C:24]([CH3:27])([CH3:26])[CH3:25])=[O:22])[CH2:31][CH2:30][CH:29]([CH3:40])[CH3:28])[CH:17]=[CH:18][CH:19]=1)=[O:14]. The catalyst class is: 359. (2) Reactant: [Cl:1][C:2]1[CH:13]=[C:12]([Cl:14])[CH:11]=[CH:10][C:3]=1[CH:4]=[C:5]([C:8]#[N:9])[C:6]#[N:7].O1CCCC1.[BH4-].[Na+].C(C(CC1C=CC(Br)=CC=1)(C#N)C#N)C=C. Product: [Cl:1][C:2]1[CH:13]=[C:12]([Cl:14])[CH:11]=[CH:10][C:3]=1[CH2:4][CH:5]([C:6]#[N:7])[C:8]#[N:9]. The catalyst class is: 8. (3) Reactant: C([O:3][C:4]([C:6]1[CH:7]=[N:8][N:9]([C:21]2[CH:26]=[CH:25][CH:24]=[CH:23][CH:22]=2)[C:10]=1[NH:11][C:12](=[O:20])[C:13]1[CH:18]=[CH:17][C:16]([F:19])=[CH:15][CH:14]=1)=[O:5])C.[OH-].[Na+]. Product: [F:19][C:16]1[CH:17]=[CH:18][C:13]([C:12]([NH:11][C:10]2[N:9]([C:21]3[CH:26]=[CH:25][CH:24]=[CH:23][CH:22]=3)[N:8]=[CH:7][C:6]=2[C:4]([OH:5])=[O:3])=[O:20])=[CH:14][CH:15]=1. The catalyst class is: 38. (4) Reactant: [S:1]1[C:5]2[CH:6]=[CH:7][CH:8]=[CH:9][C:4]=2[C:3]([N:10]2[CH2:15][CH2:14][N:13]([CH2:16][CH2:17][C:18]3[CH:19]=[C:20]4[C:24](=[CH:25][C:26]=3[Cl:27])[NH:23][C:22](=[O:28])[CH2:21]4)[CH2:12][CH2:11]2)=[N:2]1.CN1CCCC1=O.Cl. Product: [ClH:27].[S:1]1[C:5]2[CH:6]=[CH:7][CH:8]=[CH:9][C:4]=2[C:3]([N:10]2[CH2:11][CH2:12][N:13]([CH2:16][CH2:17][C:18]3[CH:19]=[C:20]4[C:24](=[CH:25][C:26]=3[Cl:27])[NH:23][C:22](=[O:28])[CH2:21]4)[CH2:14][CH2:15]2)=[N:2]1. The catalyst class is: 32. (5) Reactant: [O:1]=[C:2]1[CH2:11][CH2:10][C:9]2[CH:8]=[C:7]([C@H:12]3[CH2:21][CH2:20][C@@:14]4([NH:18][C:17](=[O:19])[O:16][CH2:15]4)[CH2:13]3)[CH:6]=[CH:5][C:4]=2[CH2:3]1.[CH2:22](O)[CH2:23][CH2:24][CH2:25][CH2:26][CH2:27][CH3:28].O.C1(C)C=CC(S(O)(=O)=O)=CC=1. Product: [CH2:22]([O:1][C:2]1[CH2:11][CH2:10][C:9]2[CH:8]=[C:7]([C@H:12]3[CH2:21][CH2:20][C@@:14]4([NH:18][C:17](=[O:19])[O:16][CH2:15]4)[CH2:13]3)[CH:6]=[CH:5][C:4]=2[CH:3]=1)[CH2:23][CH2:24][CH2:25][CH2:26][CH2:27][CH3:28]. The catalyst class is: 11. (6) Reactant: Br[C:2]1[CH:3]=[C:4]2[C:9](=[C:10]([N+:12]([O-:14])=[O:13])[CH:11]=1)[NH:8][C:7](=[O:15])[CH2:6][CH2:5]2.[F:16][C:17]([F:28])([F:27])[C:18]1[CH:23]=[CH:22][C:21](B(O)O)=[CH:20][CH:19]=1.[F-].[Cs+]. Product: [N+:12]([C:10]1[CH:11]=[C:2]([C:21]2[CH:22]=[CH:23][C:18]([C:17]([F:28])([F:27])[F:16])=[CH:19][CH:20]=2)[CH:3]=[C:4]2[C:9]=1[NH:8][C:7](=[O:15])[CH2:6][CH2:5]2)([O-:14])=[O:13]. The catalyst class is: 108.